From a dataset of Catalyst prediction with 721,799 reactions and 888 catalyst types from USPTO. Predict which catalyst facilitates the given reaction. Reactant: C(O)(C(F)(F)F)=O.C([C@:15]([NH2:42])([CH2:33][C:34]1[CH:39]=[CH:38][C:37]([O:40][CH3:41])=[CH:36][CH:35]=1)[C:16]([NH:18][C@@H:19]([CH2:26][C:27]1[CH:32]=[CH:31][CH:30]=[CH:29][CH:28]=1)[C:20]([C@@:22]1([CH3:25])[CH2:24][O:23]1)=[O:21])=[O:17])(OC(C)(C)C)=O. The catalyst class is: 2. Product: [NH2:42][C@@H:15]([CH2:33][C:34]1[CH:35]=[CH:36][C:37]([O:40][CH3:41])=[CH:38][CH:39]=1)[C:16]([NH:18][C@@H:19]([CH2:26][C:27]1[CH:32]=[CH:31][CH:30]=[CH:29][CH:28]=1)[C:20]([C@@:22]1([CH3:25])[CH2:24][O:23]1)=[O:21])=[O:17].